This data is from Reaction yield outcomes from USPTO patents with 853,638 reactions. The task is: Predict the reaction yield, written as a fraction of the theoretical maximum amount of product (1.0 means a 100% yield; for example, 0.34 means a 34% yield). (1) The reactants are CN(S(F)(F)[F:5])C.O[CH:9]([C:17]1[CH:26]=[N:25][C:24]2[N:23]([CH2:27][C:28]3[CH:33]=[CH:32][C:31]([O:34][CH3:35])=[CH:30][CH:29]=3)[C:22](=[O:36])[N:21]3[N:37]=[CH:38][N:39]=[C:20]3[C:19]=2[CH:18]=1)[CH2:10][N:11]1[CH2:16][CH2:15][O:14][CH2:13][CH2:12]1. The catalyst is C(#N)C.C(=O)(O)[O-].[Na+]. The product is [F:5][CH:9]([C:17]1[CH:26]=[N:25][C:24]2[N:23]([CH2:27][C:28]3[CH:33]=[CH:32][C:31]([O:34][CH3:35])=[CH:30][CH:29]=3)[C:22](=[O:36])[N:21]3[N:37]=[CH:38][N:39]=[C:20]3[C:19]=2[CH:18]=1)[CH2:10][N:11]1[CH2:16][CH2:15][O:14][CH2:13][CH2:12]1. The yield is 0.210. (2) The reactants are [Br:1][C:2]1[CH:3]=[CH:4][C:5]([S:13](Cl)(=[O:15])=[O:14])=[C:6]([CH2:8][C:9]([O:11][CH3:12])=[O:10])[CH:7]=1.[N-:17]=[N+:18]=[N-:19].[Na+]. The product is [N:17]([S:13]([C:5]1[CH:4]=[CH:3][C:2]([Br:1])=[CH:7][C:6]=1[CH2:8][C:9]([O:11][CH3:12])=[O:10])(=[O:15])=[O:14])=[N+:18]=[N-:19]. The catalyst is CC(C)=O.O. The yield is 0.590. (3) The reactants are Cl.Cl.Cl.[F:4][C:5]1[CH:6]=[C:7]([C:12]2[N:13]=[C:14]([CH:24]3[CH2:29][CH2:28][NH:27][CH2:26][CH2:25]3)[N:15]([CH2:17][CH2:18][N:19]3[CH2:23][CH2:22][CH2:21][CH2:20]3)[CH:16]=2)[CH:8]=[CH:9][C:10]=1[F:11].Cl[C:31]1[C:32]2[CH2:39][C:38](=[O:40])[NH:37][C:33]=2[N:34]=[CH:35][N:36]=1.CCN(C(C)C)C(C)C. The catalyst is CC(O)C. The product is [F:4][C:5]1[CH:6]=[C:7]([C:12]2[N:13]=[C:14]([CH:24]3[CH2:25][CH2:26][N:27]([C:31]4[C:32]5[CH2:39][C:38](=[O:40])[NH:37][C:33]=5[N:34]=[CH:35][N:36]=4)[CH2:28][CH2:29]3)[N:15]([CH2:17][CH2:18][N:19]3[CH2:20][CH2:21][CH2:22][CH2:23]3)[CH:16]=2)[CH:8]=[CH:9][C:10]=1[F:11]. The yield is 0.157.